Dataset: Reaction yield outcomes from USPTO patents with 853,638 reactions. Task: Predict the reaction yield, written as a fraction of the theoretical maximum amount of product (1.0 means a 100% yield; for example, 0.34 means a 34% yield). (1) The reactants are [Cl:1][C:2]1[CH:3]=[C:4]([C@:8]2([OH:17])[O:13][CH2:12][C:11]([CH3:15])([CH3:14])[NH:10][C@H:9]2[CH3:16])[CH:5]=[CH:6][CH:7]=1. The catalyst is C(OCC)C. The product is [ClH:1].[Cl:1][C:2]1[CH:3]=[C:4]([C@:8]2([OH:17])[O:13][CH2:12][C:11]([CH3:14])([CH3:15])[NH:10][C@H:9]2[CH3:16])[CH:5]=[CH:6][CH:7]=1. The yield is 0.930. (2) The reactants are [NH2:1][C:2]1[C:7]([NH:8][C:9]2[CH:14]=[CH:13][C:12]([I:15])=[CH:11][C:10]=2[F:16])=[C:6]([CH3:17])[C:5](=[O:18])[N:4]2[CH2:19][CH2:20][S:21][C:3]=12.[CH2:22]([C:25]1([S:28](Cl)(=[O:30])=[O:29])[CH2:27][CH2:26]1)[CH:23]=[CH2:24]. The catalyst is N1C=CC=CC=1. The product is [F:16][C:10]1[CH:11]=[C:12]([I:15])[CH:13]=[CH:14][C:9]=1[NH:8][C:7]1[C:2]([NH:1][S:28]([C:25]2([CH2:22][CH:23]=[CH2:24])[CH2:27][CH2:26]2)(=[O:30])=[O:29])=[C:3]2[S:21][CH2:20][CH2:19][N:4]2[C:5](=[O:18])[C:6]=1[CH3:17]. The yield is 0.520. (3) The catalyst is CS(C)=O.O.S([O-])([O-])(=O)=O.[Cu+2].C(C(N(C(C1N=NNC=1)CC1C=CC=CC=1)C(C1N=NNC=1)CC1C=CC=CC=1)C1N=NNC=1)C1C=CC=CC=1. The reactants are O=C1O[C@H]([C@H](CO)O)C([O-])=C1O.[Na+].[CH3:14][O:15][C:16]1[CH:17]=[C:18](/[CH:26]=[CH:27]/[C:28]([NH:30][C:31]2[CH:39]=[CH:38][CH:37]=[CH:36][C:32]=2[C:33]([OH:35])=[O:34])=[O:29])[CH:19]=[CH:20][C:21]=1[O:22][CH2:23][C:24]#[CH:25].[N:40]([CH2:43][C:44]([NH:46][C:47]1[CH:52]=[CH:51][CH:50]=[CH:49][CH:48]=1)=[O:45])=[N+:41]=[N-:42]. The product is [CH3:14][O:15][C:16]1[CH:17]=[C:18](/[CH:26]=[CH:27]/[C:28]([NH:30][C:31]2[CH:39]=[CH:38][CH:37]=[CH:36][C:32]=2[C:33]([OH:35])=[O:34])=[O:29])[CH:19]=[CH:20][C:21]=1[O:22][CH2:23][C:24]1[N:42]=[N:41][N:40]([CH2:43][C:44](=[O:45])[NH:46][C:47]2[CH:48]=[CH:49][CH:50]=[CH:51][CH:52]=2)[CH:25]=1. The yield is 0.800. (4) The reactants are I[C:2]1[C:10]2[C:5](=[CH:6][N:7]=[C:8]([C:11]3[CH:12]=[N:13][CH:14]=[CH:15][CH:16]=3)[CH:9]=2)[NH:4][N:3]=1.[N:17]1[CH:22]=[CH:21][C:20](B(O)O)=[CH:19][CH:18]=1.C(=O)([O-])[O-].[Na+].[Na+].CC#N. The catalyst is O.C(O)C.COCCOC. The product is [N:13]1[CH:14]=[CH:15][CH:16]=[C:11]([C:8]2[CH:9]=[C:10]3[C:2]([C:20]4[CH:21]=[CH:22][N:17]=[CH:18][CH:19]=4)=[N:3][NH:4][C:5]3=[CH:6][N:7]=2)[CH:12]=1. The yield is 0.210. (5) The reactants are [CH2:1]([NH:7][C:8]([C:10]1[N:11]=[C:12](I)[NH:13][C:14]=1[CH2:15][CH2:16][CH3:17])=[O:9])[CH2:2][CH2:3][CH2:4][CH2:5][CH3:6]. The catalyst is CO. The product is [CH2:1]([NH:7][C:8]([C:10]1[N:11]=[C:12]([C:12]2[NH:13][C:14]([CH2:15][CH2:16][CH3:17])=[C:10]([C:8]([NH:7][CH2:1][CH2:2][CH2:3][CH2:4][CH2:5][CH3:6])=[O:9])[N:11]=2)[NH:13][C:14]=1[CH2:15][CH2:16][CH3:17])=[O:9])[CH2:2][CH2:3][CH2:4][CH2:5][CH3:6]. The yield is 0.450. (6) The reactants are [C:1]([O:5][C:6]([NH:8][C@H:9]([C:22]([O:24][CH3:25])=[O:23])[CH2:10][C:11]1[S:12][C:13]([C:16]#[C:17][CH2:18][CH:19]([OH:21])[CH3:20])=[CH:14][CH:15]=1)=[O:7])([CH3:4])([CH3:3])[CH3:2]. The catalyst is CO.[Pd]. The product is [C:1]([O:5][C:6]([NH:8][C@H:9]([C:22]([O:24][CH3:25])=[O:23])[CH2:10][C:11]1[S:12][C:13]([CH2:16][CH2:17][CH2:18][CH:19]([OH:21])[CH3:20])=[CH:14][CH:15]=1)=[O:7])([CH3:4])([CH3:2])[CH3:3]. The yield is 0.800.